Dataset: Reaction yield outcomes from USPTO patents with 853,638 reactions. Task: Predict the reaction yield, written as a fraction of the theoretical maximum amount of product (1.0 means a 100% yield; for example, 0.34 means a 34% yield). (1) The reactants are [Cl:1][C:2]1[CH:3]=[C:4]2[C:10]([C:11]3[N:16]=[C:15]([NH:17][C@H:18]4[CH2:22][CH2:21][N:20](S(C)(=O)=O)[CH2:19]4)[C:14]([F:27])=[CH:13][N:12]=3)=[CH:9][NH:8][C:5]2=[N:6][CH:7]=1.[O:28]1[CH2:32][CH2:31][CH:30]([C:33](O)=[O:34])[CH2:29]1. No catalyst specified. The product is [Cl:1][C:2]1[CH:3]=[C:4]2[C:10]([C:11]3[N:16]=[C:15]([NH:17][C@H:18]4[CH2:22][CH2:21][N:20]([C:33]([CH:30]5[CH2:31][CH2:32][O:28][CH2:29]5)=[O:34])[CH2:19]4)[C:14]([F:27])=[CH:13][N:12]=3)=[CH:9][NH:8][C:5]2=[N:6][CH:7]=1. The yield is 0.520. (2) The reactants are [CH3:1][O:2][C:3](=[O:16])[CH:4]=[CH:5][C:6]1[CH:11]=[CH:10][CH:9]=[C:8]([S:12](Cl)(=[O:14])=[O:13])[CH:7]=1.[NH2:17][CH2:18][C:19]1[CH:20]=[N:21][CH:22]=[CH:23][CH:24]=1.C([O-])(O)=O.[Na+]. The catalyst is O1CCOCC1.O. The product is [CH3:1][O:2][C:3](=[O:16])[CH:4]=[CH:5][C:6]1[CH:11]=[CH:10][CH:9]=[C:8]([S:12](=[O:14])(=[O:13])[NH:17][CH2:18][C:19]2[CH:20]=[N:21][CH:22]=[CH:23][CH:24]=2)[CH:7]=1. The yield is 0.710. (3) The reactants are C(OC([N:8]1[C:20]2[CH2:19][CH:18]([C:21]([S:27]([C:30]3[CH:35]=[CH:34][CH:33]=[CH:32][CH:31]=3)(=[O:29])=[O:28])([C:23]([O:25][CH3:26])=[O:24])[CH3:22])[CH2:17][CH2:16][C:15]=2[C:14]2[C:9]1=[CH:10][CH:11]=[C:12]([N:36]([CH3:38])[CH3:37])[CH:13]=2)=O)(C)(C)C.C(O)(C(F)(F)F)=O.C([O-])(O)=O.[Na+]. The catalyst is C(Cl)Cl. The product is [CH3:26][O:25][C:23](=[O:24])[C:21]([S:27]([C:30]1[CH:31]=[CH:32][CH:33]=[CH:34][CH:35]=1)(=[O:29])=[O:28])([CH:18]1[CH2:17][CH2:16][C:15]2[C:14]3[C:9](=[CH:10][CH:11]=[C:12]([N:36]([CH3:37])[CH3:38])[CH:13]=3)[NH:8][C:20]=2[CH2:19]1)[CH3:22]. The yield is 0.560. (4) The yield is 0.850. The catalyst is C(Cl)Cl. The product is [Cl:1][C:2]1[N:7]=[C:6]([NH:28][CH2:27][CH2:26][N:25]([CH3:29])[CH3:24])[N:5]=[C:4]2[N:11]([C:16]3[C:21]([F:22])=[CH:20][CH:19]=[CH:18][C:17]=3[F:23])[C:12](=[O:15])[NH:13][CH2:14][C:3]=12. The reactants are [Cl:1][C:2]1[N:7]=[C:6](S(C)=O)[N:5]=[C:4]2[N:11]([C:16]3[C:21]([F:22])=[CH:20][CH:19]=[CH:18][C:17]=3[F:23])[C:12](=[O:15])[NH:13][CH2:14][C:3]=12.[CH3:24][N:25]([CH3:29])[CH2:26][CH2:27][NH2:28].C(N(CC)CC)C. (5) The reactants are CCN(C(C)C)C(C)C.[CH2:10]([C@H:13]([CH2:17][CH2:18][CH2:19][CH3:20])[C:14]([OH:16])=O)[CH:11]=[CH2:12].Cl.[NH2:22][CH2:23][C:24]([O:26][CH3:27])=[O:25].C(Cl)CCl.C1C=CC2N(O)N=NC=2C=1.Cl. The catalyst is CN(C=O)C. The product is [CH2:10]([C@H:13]([CH2:17][CH2:18][CH2:19][CH3:20])[C:14]([NH:22][CH2:23][C:24]([O:26][CH3:27])=[O:25])=[O:16])[CH:11]=[CH2:12]. The yield is 0.830. (6) The reactants are [Cl:1][C:2]1[CH:16]=[CH:15][CH:14]=[CH:13][C:3]=1[C:4]([NH:6][CH:7]([CH2:11][CH3:12])[C:8]([OH:10])=O)=O.C(Cl)(=O)[C:18](Cl)=[O:19].C(N(CC)CC)C.[OH:30][N:31]1[C:35](=[O:36])[CH2:34][CH2:33][C:32]1=[O:37]. The catalyst is O1CCCC1. The product is [O:37]=[C:32]1[CH2:33][CH2:34][C:35](=[O:36])[N:31]1[O:30][C:18]([C:8]1[O:10][C:4]([C:3]2[CH:13]=[CH:14][CH:15]=[CH:16][C:2]=2[Cl:1])=[N:6][C:7]=1[CH2:11][CH3:12])=[O:19]. The yield is 0.250.